Dataset: Forward reaction prediction with 1.9M reactions from USPTO patents (1976-2016). Task: Predict the product of the given reaction. (1) Given the reactants C[Si](C)(C)[O-].[K+].[Cl:7][C:8]1[CH:13]=[C:12]([NH:14][C:15]([C:17]2[O:18][C:19]([NH:22][C:23]3[CH:28]=[C:27]([F:29])[C:26]([F:30])=[CH:25][C:24]=3[F:31])=[N:20][N:21]=2)=[O:16])[CH:11]=[CH:10][C:9]=1[C@H:32]1[CH2:37][CH2:36][C@H:35]([CH:38]([CH3:44])[C:39]([O:41]CC)=[O:40])[CH2:34][CH2:33]1.C(O)(=O)CC(CC(O)=O)(C(O)=O)O, predict the reaction product. The product is: [Cl:7][C:8]1[CH:13]=[C:12]([NH:14][C:15]([C:17]2[O:18][C:19]([NH:22][C:23]3[CH:28]=[C:27]([F:29])[C:26]([F:30])=[CH:25][C:24]=3[F:31])=[N:20][N:21]=2)=[O:16])[CH:11]=[CH:10][C:9]=1[C@H:32]1[CH2:33][CH2:34][C@H:35]([CH:38]([CH3:44])[C:39]([OH:41])=[O:40])[CH2:36][CH2:37]1. (2) Given the reactants [C:1]([C:3]1[N:4]=[CH:5][N:6]2[C:15]=1[C@@H:14]([CH2:16][CH3:17])[N:13]([CH:18]1[CH2:22][CH2:21][CH2:20][CH2:19]1)[C:12]1[N:11]=[C:10]([NH:23][C:24]3[CH:32]=[CH:31][C:27]([C:28]([OH:30])=O)=[CH:26][C:25]=3[O:33][CH3:34])[N:9]=[CH:8][C:7]2=1)#[N:2].Cl.[CH2:36]([N:40]1[CH2:45][CH2:44][CH:43]([N:46]2[CH2:51][CH2:50][CH:49]([NH2:52])[CH2:48][CH2:47]2)[CH2:42][CH2:41]1)[CH:37]([CH3:39])[CH3:38], predict the reaction product. The product is: [C:1]([C:3]1[N:4]=[CH:5][N:6]2[C:15]=1[C@@H:14]([CH2:16][CH3:17])[N:13]([CH:18]1[CH2:19][CH2:20][CH2:21][CH2:22]1)[C:12]1[N:11]=[C:10]([NH:23][C:24]3[CH:32]=[CH:31][C:27]([C:28]([NH:52][CH:49]4[CH2:48][CH2:47][N:46]([CH:43]5[CH2:44][CH2:45][N:40]([CH2:36][CH:37]([CH3:39])[CH3:38])[CH2:41][CH2:42]5)[CH2:51][CH2:50]4)=[O:30])=[CH:26][C:25]=3[O:33][CH3:34])[N:9]=[CH:8][C:7]2=1)#[N:2].